Dataset: Reaction yield outcomes from USPTO patents with 853,638 reactions. Task: Predict the reaction yield, written as a fraction of the theoretical maximum amount of product (1.0 means a 100% yield; for example, 0.34 means a 34% yield). (1) The reactants are I([O-])(=O)(=O)=[O:2].[Na+].[F:7][C:8]1[CH:9]=[C:10]2[C:15](=[CH:16][CH:17]=1)[N:14]=[C:13]([CH:18]=CN(C)C)[N:12]([C:23]1[C:24]([CH3:29])=[N:25][CH:26]=[CH:27][CH:28]=1)[C:11]2=[O:30]. The catalyst is O1CCCC1. The product is [F:7][C:8]1[CH:9]=[C:10]2[C:15](=[CH:16][CH:17]=1)[N:14]=[C:13]([CH:18]=[O:2])[N:12]([C:23]1[C:24]([CH3:29])=[N:25][CH:26]=[CH:27][CH:28]=1)[C:11]2=[O:30]. The yield is 0.800. (2) The reactants are Br[C:2]1[CH:3]=[C:4]2[C:9](=[CH:10][CH:11]=1)[CH:8]=[C:7]([C:12]1[NH:16][C:15]([C@@H:17]3[CH2:21][C@H:20]([CH3:22])[CH2:19][N:18]3[C:23]([O:25][C:26]([CH3:29])([CH3:28])[CH3:27])=[O:24])=[N:14][C:13]=1[Cl:30])[CH:6]=[CH:5]2.[CH3:31][C@@H:32]1[CH2:36][N:35]([C:37]([O:39][C:40]([CH3:43])([CH3:42])[CH3:41])=[O:38])[C@H:34]([C:44]2[NH:45][C:46]([C:49]3[CH:54]=[CH:53][C:52](B4OC(C)(C)C(C)(C)O4)=[CH:51][CH:50]=3)=[CH:47][N:48]=2)[CH2:33]1.C([O-])(O)=O.[Na+]. The catalyst is C1C=CC([P]([Pd]([P](C2C=CC=CC=2)(C2C=CC=CC=2)C2C=CC=CC=2)([P](C2C=CC=CC=2)(C2C=CC=CC=2)C2C=CC=CC=2)[P](C2C=CC=CC=2)(C2C=CC=CC=2)C2C=CC=CC=2)(C2C=CC=CC=2)C2C=CC=CC=2)=CC=1. The product is [C:40]([O:39][C:37]([N:35]1[CH2:36][C@@H:32]([CH3:31])[CH2:33][C@H:34]1[C:44]1[NH:45][C:46]([C:49]2[CH:50]=[CH:51][C:52]([C:2]3[CH:3]=[C:4]4[C:9](=[CH:10][CH:11]=3)[CH:8]=[C:7]([C:12]3[NH:16][C:15]([C@@H:17]5[CH2:21][C@H:20]([CH3:22])[CH2:19][N:18]5[C:23]([O:25][C:26]([CH3:29])([CH3:27])[CH3:28])=[O:24])=[N:14][C:13]=3[Cl:30])[CH:6]=[CH:5]4)=[CH:53][CH:54]=2)=[CH:47][N:48]=1)=[O:38])([CH3:41])([CH3:42])[CH3:43]. The yield is 0.700.